This data is from Forward reaction prediction with 1.9M reactions from USPTO patents (1976-2016). The task is: Predict the product of the given reaction. (1) The product is: [NH:18]1[C:19]2[C:15](=[CH:14][C:13]([NH:12][C:1](=[O:11])[CH2:2][CH2:3][C:4]([OH:6])=[O:5])=[CH:21][CH:20]=2)[CH:16]=[N:17]1. Given the reactants [C:1]1(=[O:11])[O:6][C:4](=[O:5])[C:3]2=CC=CC=[C:2]12.[NH2:12][C:13]1[CH:14]=[C:15]2[C:19](=[CH:20][CH:21]=1)[NH:18][N:17]=[CH:16]2, predict the reaction product. (2) Given the reactants [F:1][C:2]1[CH:7]=[CH:6][C:5]([C:8]2[N:9]([CH3:17])[CH:10]=[C:11]([S:13](Cl)(=[O:15])=[O:14])[N:12]=2)=[CH:4][CH:3]=1.C[C:19]1[CH:24]=[CH:23][C:22]([NH:25][C:26]([NH:28][C:29]2[CH:34]=[CH:33][CH:32]=[CH:31][CH:30]=2)=[O:27])=[C:21](N)[CH:20]=1.[N:36]1C=CC=C[CH:37]=1, predict the reaction product. The product is: [CH3:37][N:36]([C:19]1[CH:20]=[CH:21][C:22]([NH:25][C:26]([NH:28][C:29]2[CH:30]=[CH:31][CH:32]=[CH:33][CH:34]=2)=[O:27])=[CH:23][CH:24]=1)[S:13]([C:11]1[N:12]=[C:8]([C:5]2[CH:6]=[CH:7][C:2]([F:1])=[CH:3][CH:4]=2)[N:9]([CH3:17])[CH:10]=1)(=[O:15])=[O:14].